This data is from Forward reaction prediction with 1.9M reactions from USPTO patents (1976-2016). The task is: Predict the product of the given reaction. (1) Given the reactants [NH2:1][C:2]1[N:7]=[N:6][C:5]([N:8]2[CH2:13][CH2:12][N:11]([C:14]([C:16]3[CH:21]=[CH:20][CH:19]=[CH:18][C:17]=3[C:22]([F:25])([F:24])[F:23])=[O:15])[CH2:10][CH2:9]2)=[CH:4][CH:3]=1.[C:26]([N:33]1[CH:37]=[CH:36]N=C1)(N1C=CN=C1)=[O:27].[CH:38]1([CH2:41]CCN)[CH2:40][CH2:39]1, predict the reaction product. The product is: [CH:38]1([CH2:41][CH2:36][CH2:37][NH:33][C:26]([NH:1][C:2]2[N:7]=[N:6][C:5]([N:8]3[CH2:9][CH2:10][N:11]([C:14](=[O:15])[C:16]4[CH:21]=[CH:20][CH:19]=[CH:18][C:17]=4[C:22]([F:25])([F:24])[F:23])[CH2:12][CH2:13]3)=[CH:4][CH:3]=2)=[O:27])[CH2:40][CH2:39]1. (2) Given the reactants [NH2:1][CH2:2][C:3]1[C:12](=[O:13])[C:11]2[C:6](=[CH:7][C:8]([Cl:14])=[CH:9][CH:10]=2)[N:5]([C:15]2[CH:20]=[CH:19][CH:18]=[CH:17][CH:16]=2)[CH:4]=1.[CH3:21][O:22][C:23]1[CH:28]=[CH:27][C:26]([N:29]=[C:30]=[O:31])=[CH:25][CH:24]=1, predict the reaction product. The product is: [Cl:14][C:8]1[CH:7]=[C:6]2[C:11]([C:12](=[O:13])[C:3]([CH2:2][NH:1][C:30]([NH:29][C:26]3[CH:27]=[CH:28][C:23]([O:22][CH3:21])=[CH:24][CH:25]=3)=[O:31])=[CH:4][N:5]2[C:15]2[CH:16]=[CH:17][CH:18]=[CH:19][CH:20]=2)=[CH:10][CH:9]=1. (3) Given the reactants [C:1]([CH2:4][CH2:5][CH2:6][N:7]([CH3:66])[C@H:8]([C:12]([NH:14][C@H:15]([C:19]([N:21]([C@@H:23]([C@@H:62]([CH3:65])[CH2:63][CH3:64])[C@H:24]([O:60][CH3:61])[CH2:25][C:26]([N:28]1[CH2:32][CH2:31][CH2:30][C@H:29]1[C@H:33]([O:58][CH3:59])[C@@H:34]([CH3:57])[C:35]([NH:37][C@@H:38]([C@H:49]([C:51]1[CH:56]=[CH:55][CH:54]=[CH:53][CH:52]=1)[CH3:50])[C:39]([O:41][CH2:42][C:43]1[CH:48]=[CH:47][CH:46]=[CH:45][CH:44]=1)=[O:40])=[O:36])=[O:27])[CH3:22])=[O:20])[CH:16]([CH3:18])[CH3:17])=[O:13])[CH:9]([CH3:11])[CH3:10])([OH:3])=[O:2].O[N:68]1[C:72](=[O:73])[CH2:71][CH2:70][C:69]1=[O:74].Cl.CN(C)CCCN=C=NCC, predict the reaction product. The product is: [O:74]=[C:69]1[CH2:70][CH2:71][C:72](=[O:73])[N:68]1[O:2][C:1](=[O:3])[CH2:4][CH2:5][CH2:6][N:7]([CH3:66])[C@H:8]([C:12]([NH:14][C@H:15]([C:19]([N:21]([C@@H:23]([C@@H:62]([CH3:65])[CH2:63][CH3:64])[C@H:24]([O:60][CH3:61])[CH2:25][C:26]([N:28]1[CH2:32][CH2:31][CH2:30][C@H:29]1[C@H:33]([O:58][CH3:59])[C@@H:34]([CH3:57])[C:35]([NH:37][C@@H:38]([C@H:49]([C:51]1[CH:56]=[CH:55][CH:54]=[CH:53][CH:52]=1)[CH3:50])[C:39]([O:41][CH2:42][C:43]1[CH:48]=[CH:47][CH:46]=[CH:45][CH:44]=1)=[O:40])=[O:36])=[O:27])[CH3:22])=[O:20])[CH:16]([CH3:18])[CH3:17])=[O:13])[CH:9]([CH3:11])[CH3:10]. (4) Given the reactants CC(OC(C)=O)=O.CC([O-])=O.[K+].[NH2:13][C:14]1[CH:15]=[C:16]([CH:21]=[CH:22][C:23]=1[CH2:24][CH3:25])[C:17]([O:19][CH3:20])=[O:18].C1OCCOCCOCCOCCOCCOC1.C(O[N+:49]([O-])=O)C(C)C.C([O-])([O-])=O.[K+].[K+], predict the reaction product. The product is: [CH3:25][C:24]1[C:23]2[C:14](=[CH:15][C:16]([C:17]([O:19][CH3:20])=[O:18])=[CH:21][CH:22]=2)[NH:13][N:49]=1. (5) The product is: [ClH:22].[Br:20][C:17]1[CH:18]=[CH:19][C:14]([C@H:11]2[CH2:12][CH2:13][NH:8][CH2:9][C@@H:10]2[OH:21])=[CH:15][CH:16]=1. Given the reactants C(OC([N:8]1[CH2:13][CH2:12][C@H:11]([C:14]2[CH:19]=[CH:18][C:17]([Br:20])=[CH:16][CH:15]=2)[C@@H:10]([OH:21])[CH2:9]1)=O)(C)(C)C.[ClH:22].C(OCC)C, predict the reaction product.